From a dataset of Forward reaction prediction with 1.9M reactions from USPTO patents (1976-2016). Predict the product of the given reaction. (1) Given the reactants [C:1]([C:3](=[C:7](OCC)[CH2:8][CH3:9])[C:4]([NH2:6])=[O:5])#[N:2].[Cl:13][C:14]1[CH:19]=[C:18]([Cl:20])[CH:17]=[C:16]([Cl:21])[C:15]=1[NH:22][NH2:23].O, predict the reaction product. The product is: [NH2:2][C:1]1[N:22]([C:15]2[C:14]([Cl:13])=[CH:19][C:18]([Cl:20])=[CH:17][C:16]=2[Cl:21])[N:23]=[C:7]([CH2:8][CH3:9])[C:3]=1[C:4]([NH2:6])=[O:5]. (2) Given the reactants C(OC(C1C=N[N:9]([C:12]2[CH:17]=[CH:16][CH:15]=[CH:14][CH:13]=2)C=1N)=O)C.C(O[C:21]([C:23]1[CH:24]=[N:25][N:26]([C:49]2[CH:54]=[CH:53][CH:52]=[CH:51][CH:50]=2)[C:27]=1[N:28]([C:39](=[O:48])[C:40]1[CH:45]=[CH:44][C:43]([Cl:46])=[CH:42][C:41]=1[Cl:47])C(=O)C1C=CC(Cl)=CC=1Cl)=[O:22])C.[Cl:55]CCl, predict the reaction product. The product is: [Cl:55][C:15]1[CH:16]=[CH:17][C:12]([NH:9][C:21]([C:23]2[CH:24]=[N:25][N:26]([C:49]3[CH:54]=[CH:53][CH:52]=[CH:51][CH:50]=3)[C:27]=2[NH:28][C:39](=[O:48])[C:40]2[CH:45]=[CH:44][C:43]([Cl:46])=[CH:42][C:41]=2[Cl:47])=[O:22])=[CH:13][CH:14]=1. (3) Given the reactants [CH3:1][O:2][C:3]1[CH:8]=[CH:7][C:6]([C:9]2[O:10][C:11]3[CH2:16][CH2:15][N:14](C4C=NC=CN=4)[CH2:13][C:12]=3[N:23]=2)=[CH:5][CH:4]=1.Cl[C:25]1[C:30]([C:31]#[N:32])=[CH:29][CH:28]=[CH:27][N:26]=1, predict the reaction product. The product is: [CH3:1][O:2][C:3]1[CH:4]=[CH:5][C:6]([C:9]2[O:10][C:11]3[CH2:16][CH2:15][N:14]([C:25]4[N:26]=[CH:27][CH:28]=[CH:29][C:30]=4[C:31]#[N:32])[CH2:13][C:12]=3[N:23]=2)=[CH:7][CH:8]=1. (4) Given the reactants O.[OH-].[Li+].C[O:5][C:6](=[O:28])[C:7]1[CH:12]=[CH:11][C:10]([C:13]#[C:14][C:15]2[N:16]([CH3:27])[N:17]=[N:18][C:19]=2[C:20]2[CH:25]=[CH:24][C:23]([F:26])=[CH:22][CH:21]=2)=[N:9][CH:8]=1, predict the reaction product. The product is: [F:26][C:23]1[CH:24]=[CH:25][C:20]([C:19]2[N:18]=[N:17][N:16]([CH3:27])[C:15]=2[C:14]#[C:13][C:10]2[CH:11]=[CH:12][C:7]([C:6]([OH:28])=[O:5])=[CH:8][N:9]=2)=[CH:21][CH:22]=1. (5) Given the reactants ClCC1C=CC([C@H](C2C=CC(Cl)=CC=2)[N:10]2[CH2:13][C:12](=[C:14]([C:19]3[CH:24]=[C:23]([F:25])[CH:22]=[C:21]([F:26])[CH:20]=3)[S:15]([CH3:18])(=[O:17])=[O:16])[CH2:11]2)=CC=1.CC1(C)CCCNC1, predict the reaction product. The product is: [F:26][C:21]1[CH:20]=[C:19]([C:14](=[C:12]2[CH2:13][NH:10][CH2:11]2)[S:15]([CH3:18])(=[O:17])=[O:16])[CH:24]=[C:23]([F:25])[CH:22]=1. (6) Given the reactants [NH:1]1[CH2:11][CH2:10][CH:4]([C:5]([O:7][CH2:8][CH3:9])=[O:6])[CH2:3][CH2:2]1.C(=O)([O-])[O-].[K+].[K+].[CH3:18][O:19][CH2:20][CH2:21]Br, predict the reaction product. The product is: [CH2:8]([O:7][C:5]([CH:4]1[CH2:3][CH2:2][N:1]([CH2:21][CH2:20][O:19][CH3:18])[CH2:11][CH2:10]1)=[O:6])[CH3:9]. (7) The product is: [CH3:3][O:4][C:5]1[CH:6]=[C:7]([C:11]([CH3:15])([CH3:14])[C:12]([OH:17])=[O:1])[CH:8]=[CH:9][CH:10]=1. Given the reactants [OH-:1].[K+].[CH3:3][O:4][C:5]1[CH:6]=[C:7]([C:11]([CH3:15])([CH3:14])[C:12]#N)[CH:8]=[CH:9][CH:10]=1.C[OH:17], predict the reaction product. (8) Given the reactants [CH:1]1([N:4]2[CH2:9][CH2:8][N:7]([C:10]([C:12]3[CH:19]=[CH:18][C:15]([CH:16]=O)=[CH:14][CH:13]=3)=[O:11])[CH2:6][CH2:5]2)[CH2:3][CH2:2]1.[NH:20]1[CH2:25][CH2:24][O:23][CH2:22][CH2:21]1.[BH-](OC(C)=O)(OC(C)=O)OC(C)=O.[Na+].[OH-].[Na+], predict the reaction product. The product is: [CH:1]1([N:4]2[CH2:9][CH2:8][N:7]([C:10]([C:12]3[CH:19]=[CH:18][C:15]([CH2:16][N:20]4[CH2:25][CH2:24][O:23][CH2:22][CH2:21]4)=[CH:14][CH:13]=3)=[O:11])[CH2:6][CH2:5]2)[CH2:3][CH2:2]1. (9) The product is: [CH2:1]([N:8]1[C:16]2[C:15](=[O:17])[N:14]([CH2:32][CH2:31][CH2:30][C:29]3([O:35][CH2:26][CH2:27][O:28]3)[CH3:34])[C:13](=[O:18])[N:12]([CH3:19])[C:11]=2[N:10]=[CH:9]1)[C:2]1[CH:7]=[CH:6][CH:5]=[CH:4][CH:3]=1. Given the reactants [CH2:1]([N:8]1[C:16]2[C:15](=[O:17])[NH:14][C:13](=[O:18])[N:12]([CH3:19])[C:11]=2[N:10]=[CH:9]1)[C:2]1[CH:7]=[CH:6][CH:5]=[CH:4][CH:3]=1.C(=O)([O-])[O-].[K+].[K+].[CH2:26]1[O:35][C:29]([CH3:34])([CH2:30][CH2:31][CH2:32]Cl)[O:28][CH2:27]1, predict the reaction product. (10) Given the reactants Br[C:2]1[CH:24]=[CH:23][C:5]2[C:6]3[N:7]=[C:8]([C:14]4[N:15]([CH:20]([CH3:22])[CH3:21])[N:16]=[C:17]([CH3:19])[N:18]=4)[S:9][C:10]=3[CH2:11][CH2:12][O:13][C:4]=2[CH:3]=1.CC1(C)C(C)(C)OB([C:33]2[CH:34]=[N:35][N:36]([CH:38]3[CH2:41][N:40](C(OC(C)(C)C)=O)[CH2:39]3)[CH:37]=2)O1, predict the reaction product. The product is: [NH:40]1[CH2:41][CH:38]([N:36]2[CH:37]=[C:33]([C:2]3[CH:24]=[CH:23][C:5]4[C:6]5[N:7]=[C:8]([C:14]6[N:15]([CH:20]([CH3:22])[CH3:21])[N:16]=[C:17]([CH3:19])[N:18]=6)[S:9][C:10]=5[CH2:11][CH2:12][O:13][C:4]=4[CH:3]=3)[CH:34]=[N:35]2)[CH2:39]1.